This data is from Forward reaction prediction with 1.9M reactions from USPTO patents (1976-2016). The task is: Predict the product of the given reaction. (1) Given the reactants [CH2:1]([O:8][C:9]1[CH:10]=[C:11]([CH:44]=[CH:45][CH:46]=1)[CH2:12][C@@H:13]1[C@@H:17](/[CH:18]=[CH:19]/[C@@H:20]([O:26][Si:27]([C:30]([CH3:33])([CH3:32])[CH3:31])([CH3:29])[CH3:28])[CH2:21][CH2:22][CH2:23][CH2:24][CH3:25])[C@H:16]([O:34][Si:35]([C:38]([CH3:41])([CH3:40])[CH3:39])([CH3:37])[CH3:36])[CH2:15][C@@H:14]1[CH2:42][OH:43])[C:2]1[CH:7]=[CH:6][CH:5]=[CH:4][CH:3]=1.C(N(CC)CC)C.[CH3:54][S:55](Cl)(=[O:57])=[O:56].C(=O)(O)[O-].[Na+], predict the reaction product. The product is: [CH3:54][S:55]([O:43][CH2:42][C@H:14]1[CH2:15][C@@H:16]([O:34][Si:35]([C:38]([CH3:41])([CH3:40])[CH3:39])([CH3:37])[CH3:36])[C@H:17](/[CH:18]=[CH:19]/[C@@H:20]([O:26][Si:27]([C:30]([CH3:31])([CH3:32])[CH3:33])([CH3:28])[CH3:29])[CH2:21][CH2:22][CH2:23][CH2:24][CH3:25])[C@H:13]1[CH2:12][C:11]1[CH:44]=[CH:45][CH:46]=[C:9]([O:8][CH2:1][C:2]2[CH:7]=[CH:6][CH:5]=[CH:4][CH:3]=2)[CH:10]=1)(=[O:57])=[O:56]. (2) Given the reactants [F:1][C:2]1[CH:7]=[CH:6][C:5]([C:8]2[N:9]=[C:10]3[N:14]([C:15]=2[C:16]2[CH:17]=[N:18][C:19]([NH:22][NH2:23])=[CH:20][CH:21]=2)[CH:13]=[CH:12][O:11]3)=[CH:4][CH:3]=1.FC1C=CC(C2N=C3N(C=2)C=CO3)=CC=1.C1C(=O)N(I)C(=O)C1.FC1N=CC(B(O)O)=CC=1.NN.[Cl:59][C:60]1[CH:68]=[CH:67][CH:66]=[CH:65][C:61]=1[C:62](Cl)=[O:63], predict the reaction product. The product is: [Cl:59][C:60]1[CH:68]=[CH:67][CH:66]=[CH:65][C:61]=1[C:62]([NH:23][NH:22][C:19]1[CH:20]=[CH:21][C:16]([C:15]2[N:14]3[C:10]([O:11][CH:12]=[CH:13]3)=[N:9][C:8]=2[C:5]2[CH:6]=[CH:7][C:2]([F:1])=[CH:3][CH:4]=2)=[CH:17][N:18]=1)=[O:63]. (3) Given the reactants [C:1](O)(=[O:23])[CH2:2][CH2:3][CH2:4][CH2:5][CH2:6][CH2:7][CH2:8][CH2:9][CH2:10][CH2:11][CH2:12][CH2:13][CH2:14][CH2:15][CH2:16][CH2:17][CH2:18][CH2:19][C:20](O)=[O:21].C1COCC1.O.C([O-])(O)=O.[Na+], predict the reaction product. The product is: [CH2:20]([OH:21])[CH2:19][CH2:18][CH2:17][CH2:16][CH2:15][CH2:14][CH2:13][CH2:12][CH2:11][CH2:10][CH2:9][CH2:8][CH2:7][CH2:6][CH2:5][CH2:4][CH2:3][CH2:2][CH2:1][OH:23]. (4) Given the reactants [F:1][C:2]([F:34])([F:33])[C:3]1[CH:28]=[C:27]([C:29]([F:32])([F:31])[F:30])[CH:26]=[CH:25][C:4]=1[CH2:5][N:6]1[C:14]2[C:9](=[CH:10][C:11]([CH:15]=[C:16]3[S:20][C:19](SCC)=[N:18][C:17]3=[O:24])=[CH:12][CH:13]=2)[CH:8]=[N:7]1.[CH2:35]([NH:37][C:38]([NH:40][CH:41]1[CH2:46][CH2:45][NH:44][CH2:43][CH2:42]1)=[O:39])[CH3:36], predict the reaction product. The product is: [F:34][C:2]([F:1])([F:33])[C:3]1[CH:28]=[C:27]([C:29]([F:30])([F:32])[F:31])[CH:26]=[CH:25][C:4]=1[CH2:5][N:6]1[C:14]2[C:9](=[CH:10][C:11]([CH:15]=[C:16]3[S:20][C:19]([N:44]4[CH2:45][CH2:46][CH:41]([NH:40][C:38]([NH:37][CH2:35][CH3:36])=[O:39])[CH2:42][CH2:43]4)=[N:18][C:17]3=[O:24])=[CH:12][CH:13]=2)[CH:8]=[N:7]1. (5) Given the reactants CCN=C=NCCCN(C)C.[C:12]([O:16][C:17]([N:19]1[CH2:22][CH:21]([NH2:23])[CH2:20]1)=[O:18])([CH3:15])([CH3:14])[CH3:13].[F:24][C:25]([F:44])([F:43])[C:26]1[CH:38]=[CH:37][C:36]([C:39]([F:42])([F:41])[F:40])=[CH:35][C:27]=1[C:28]([NH:30][CH2:31][C:32](O)=[O:33])=[O:29], predict the reaction product. The product is: [C:12]([O:16][C:17]([N:19]1[CH2:22][CH:21]([NH:23][C:32](=[O:33])[CH2:31][NH:30][C:28](=[O:29])[C:27]2[CH:35]=[C:36]([C:39]([F:42])([F:41])[F:40])[CH:37]=[CH:38][C:26]=2[C:25]([F:24])([F:43])[F:44])[CH2:20]1)=[O:18])([CH3:15])([CH3:13])[CH3:14]. (6) The product is: [OH:25][CH2:24][C@H:23]([NH:22][C:18]([C:14]1[S:13][C:12](/[CH:11]=[CH:10]/[C:9]2[C:5]([CH2:1][CH2:2][CH2:3][CH3:4])=[N:6][O:7][C:8]=2[CH3:21])=[N:16][C:15]=1[CH3:17])=[O:20])[CH2:26][CH3:27]. Given the reactants [CH2:1]([C:5]1[C:9](/[CH:10]=[CH:11]/[C:12]2[S:13][C:14]([C:18]([OH:20])=O)=[C:15]([CH3:17])[N:16]=2)=[C:8]([CH3:21])[O:7][N:6]=1)[CH2:2][CH2:3][CH3:4].[NH2:22][C@H:23]([CH2:26][CH3:27])[CH2:24][OH:25], predict the reaction product. (7) Given the reactants O.[OH-].[Li+].C[O:5][C:6](=[O:28])[C:7]1[CH:12]=[CH:11][C:10]([O:13][CH2:14][C:15]2[N:16]([C:21]3[CH:26]=[CH:25][C:24]([F:27])=[CH:23][CH:22]=3)[N:17]=[N:18][C:19]=2[CH3:20])=[N:9][CH:8]=1, predict the reaction product. The product is: [F:27][C:24]1[CH:25]=[CH:26][C:21]([N:16]2[C:15]([CH2:14][O:13][C:10]3[CH:11]=[CH:12][C:7]([C:6]([OH:28])=[O:5])=[CH:8][N:9]=3)=[C:19]([CH3:20])[N:18]=[N:17]2)=[CH:22][CH:23]=1.